From a dataset of Forward reaction prediction with 1.9M reactions from USPTO patents (1976-2016). Predict the product of the given reaction. (1) Given the reactants [CH:1]([O:4][S:5](=[O:8])(=[O:7])[OH:6])([CH3:3])[CH3:2].[NH2:9][C@@H:10]([CH2:14][C:15]1[CH:20]=[CH:19][C:18]([C:21]2[CH:26]=[C:25]([O:27][C@H:28]([C:33]3[CH:38]=[CH:37][C:36]([Cl:39])=[CH:35][C:34]=3[N:40]3[CH:44]=[CH:43][C:42]([CH3:45])=[N:41]3)[C:29]([F:32])([F:31])[F:30])[N:24]=[C:23]([NH2:46])[N:22]=2)=[CH:17][CH:16]=1)[C:11]([OH:13])=[O:12], predict the reaction product. The product is: [CH:1]([O:4][S:5]([OH:8])(=[O:7])=[O:6])([CH3:3])[CH3:2].[NH2:9][C@@H:10]([CH2:14][C:15]1[CH:20]=[CH:19][C:18]([C:21]2[CH:26]=[C:25]([O:27][C@H:28]([C:33]3[CH:38]=[CH:37][C:36]([Cl:39])=[CH:35][C:34]=3[N:40]3[CH:44]=[CH:43][C:42]([CH3:45])=[N:41]3)[C:29]([F:31])([F:32])[F:30])[N:24]=[C:23]([NH2:46])[N:22]=2)=[CH:17][CH:16]=1)[C:11]([OH:13])=[O:12]. (2) Given the reactants [NH2:1][C@:2]12[CH2:37][CH2:36][C@@H:35]([C:38]([CH3:40])=[CH2:39])[C@@H:3]1[C@@H:4]1[C@@:17]([CH3:20])([CH2:18][CH2:19]2)[C@@:16]2([CH3:21])[C@@H:7]([C@:8]3([CH3:34])[C@@H:13]([CH2:14][CH2:15]2)[C:12]([CH3:23])([CH3:22])[C:11]([C:24]2[CH:33]=[CH:32][C:27]([C:28]([O:30]C)=[O:29])=[CH:26][CH:25]=2)=[CH:10][CH2:9]3)[CH2:6][CH2:5]1.CN(C)CCC(N[C@]12CC[C@@H](C(C)=C)[C@@H]1[C@@H]1[C@@](C)(CC2)[C@@]2(C)[C@@H]([C@]3(C)[C@@H](CC2)C(C)(C)C(C2C=CC(C(O)=O)=CC=2)=CC3)CC1)=O.[NH:87]1[C:91]([CH2:92][C:93]([OH:95])=O)=[N:90][N:89]=[N:88]1, predict the reaction product. The product is: [NH:87]1[C:91]([CH2:92][C:93]([NH:1][C@:2]23[CH2:37][CH2:36][C@@H:35]([C:38]([CH3:40])=[CH2:39])[C@@H:3]2[C@@H:4]2[C@@:17]([CH3:20])([CH2:18][CH2:19]3)[C@@:16]3([CH3:21])[C@@H:7]([C@:8]4([CH3:34])[C@@H:13]([CH2:14][CH2:15]3)[C:12]([CH3:23])([CH3:22])[C:11]([C:24]3[CH:25]=[CH:26][C:27]([C:28]([OH:30])=[O:29])=[CH:32][CH:33]=3)=[CH:10][CH2:9]4)[CH2:6][CH2:5]2)=[O:95])=[N:90][N:89]=[N:88]1. (3) Given the reactants [OH:1][C:2]1[C:24]([O:25][CH3:26])=[CH:23][C:5]2[C:6]3[N:11]([CH:12]([CH:14]([CH3:16])[CH3:15])[CH2:13][C:4]=2[CH:3]=1)[CH:10]=[C:9]([C:17]([O:19][CH2:20][CH3:21])=[O:18])[C:8](=[O:22])[CH:7]=3.[F:27][C:28]([F:32])([F:31])[CH2:29]I.C([O-])([O-])=O.[K+].[K+], predict the reaction product. The product is: [CH:14]([CH:12]1[N:11]2[C:6](=[CH:7][C:8](=[O:22])[C:9]([C:17]([O:19][CH2:20][CH3:21])=[O:18])=[CH:10]2)[C:5]2[CH:23]=[C:24]([O:25][CH3:26])[C:2]([O:1][CH2:29][C:28]([F:32])([F:31])[F:27])=[CH:3][C:4]=2[CH2:13]1)([CH3:16])[CH3:15]. (4) Given the reactants [Cl:1][C:2]1[CH:19]=[C:18]([N+:20]([O-])=O)[CH:17]=[CH:16][C:3]=1[O:4][C:5]1[CH:13]=[C:12]2[C:8]([CH2:9][N:10]([CH3:15])[C:11]2=[O:14])=[CH:7][CH:6]=1.CO, predict the reaction product. The product is: [NH2:20][C:18]1[CH:17]=[CH:16][C:3]([O:4][C:5]2[CH:13]=[C:12]3[C:8]([CH2:9][N:10]([CH3:15])[C:11]3=[O:14])=[CH:7][CH:6]=2)=[C:2]([Cl:1])[CH:19]=1. (5) Given the reactants FC(F)(F)C(O)=O.[CH3:8][N:9](C)[C@H:10]1[C:20]2[N:21]3[C:16](=[C:17]([OH:23])[C:18](=[O:22])[N:19]=2)[C:15](=[O:24])[N:14]([CH2:25][C:26]2[CH:31]=[CH:30][C:29]([F:32])=[CH:28][CH:27]=2)[CH2:13][C@@H:12]3[CH2:11]1.C[CH2:35][N:36](CC)[CH2:37]C.Cl[C:42](=[O:47])[C:43](OC)=[O:44], predict the reaction product. The product is: [F:32][C:29]1[CH:30]=[CH:31][C:26]([CH2:25][N:14]2[CH2:13][C@@H:12]3[N:21]4[C:16](=[C:17]([OH:23])[C:18](=[O:22])[N:19]=[C:20]4[C@H:10]([N:9]([CH3:8])[C:43](=[O:44])[C:42]([N:36]([CH3:37])[CH3:35])=[O:47])[CH2:11]3)[C:15]2=[O:24])=[CH:27][CH:28]=1. (6) Given the reactants [OH:1][C@@H:2]1[CH2:6][CH2:5][N:4]([C:7]2[C:15]([C:16]3[CH:17]=[N:18][CH:19]=[N:20][CH:21]=3)=[CH:14][C:10]([C:11]([OH:13])=O)=[CH:9][N:8]=2)[CH2:3]1.F[P-](F)(F)(F)(F)F.N1(OC(N(C)C)=[N+](C)C)C2N=CC=CC=2N=N1.CCN(C(C)C)C(C)C.[F:55][CH:56]([S:58][C:59]1[CH:65]=[CH:64][C:62]([NH2:63])=[CH:61][CH:60]=1)[F:57], predict the reaction product. The product is: [F:57][CH:56]([F:55])[S:58][C:59]1[CH:60]=[CH:61][C:62]([NH:63][C:11](=[O:13])[C:10]2[CH:14]=[C:15]([C:16]3[CH:21]=[N:20][CH:19]=[N:18][CH:17]=3)[C:7]([N:4]3[CH2:5][CH2:6][C@@H:2]([OH:1])[CH2:3]3)=[N:8][CH:9]=2)=[CH:64][CH:65]=1. (7) Given the reactants [Cl:1][C:2]1[C:11]2[C:6](=[CH:7][CH:8]=[CH:9][C:10]=2[O:12][CH:13]2[CH2:18][CH2:17][N:16]([CH3:19])[CH2:15][CH2:14]2)[N:5]=[CH:4][N:3]=1.[NH2:20][C:21]1[CH:22]=[C:23]2[C:27](=[CH:28][CH:29]=1)[NH:26][CH:25]=[C:24]2[C:30]#[N:31], predict the reaction product. The product is: [ClH:1].[C:30]([C:24]1[C:23]2[C:27](=[CH:28][CH:29]=[C:21]([NH:20][C:2]3[C:11]4[C:6](=[CH:7][CH:8]=[CH:9][C:10]=4[O:12][CH:13]4[CH2:18][CH2:17][N:16]([CH3:19])[CH2:15][CH2:14]4)[N:5]=[CH:4][N:3]=3)[CH:22]=2)[NH:26][CH:25]=1)#[N:31]. (8) Given the reactants C(O[C:6]([N:8]1[CH2:12][C:11](=[N:13][O:14][CH3:15])[CH2:10][C@H:9]1[C:16]([OH:18])=O)=[O:7])(C)(C)C.[C:19]1([C:28]2[CH:33]=[CH:32][CH:31]=[CH:30][CH:29]=2)[CH:24]=[CH:23][C:22](C(Cl)=O)=[CH:21][CH:20]=1.[O:34]1[CH:38]=[CH:37][CH:36]=[C:35]1[CH2:39][S:40]([CH2:43][C:44](=[N:46]O)[NH2:45])(=[O:42])=[O:41], predict the reaction product. The product is: [CH3:15][O:14][N:13]=[C:11]1[CH2:10][C@@H:9]([C:16]2[O:18][N:46]=[C:44]([CH2:43][S:40]([CH2:39][C:35]3[O:34][CH:38]=[CH:37][CH:36]=3)(=[O:42])=[O:41])[N:45]=2)[N:8]([C:6]([C:31]2[CH:30]=[CH:29][C:28]([C:19]3[CH:20]=[CH:21][CH:22]=[CH:23][CH:24]=3)=[CH:33][CH:32]=2)=[O:7])[CH2:12]1.